Dataset: Reaction yield outcomes from USPTO patents with 853,638 reactions. Task: Predict the reaction yield, written as a fraction of the theoretical maximum amount of product (1.0 means a 100% yield; for example, 0.34 means a 34% yield). The yield is 1.00. The reactants are [CH2:1]([O:8][C:9]1[CH:14]=[CH:13][C:12]([OH:15])=[C:11]([CH:16]=[CH2:17])[CH:10]=1)[C:2]1[CH:7]=[CH:6][CH:5]=[CH:4][CH:3]=1.Br[CH2:19][C:20]([O:22][CH2:23][CH3:24])=[O:21].C(=O)([O-])[O-].[Cs+].[Cs+]. The catalyst is CN(C=O)C. The product is [CH2:23]([O:22][C:20](=[O:21])[CH2:19][O:15][C:12]1[CH:13]=[CH:14][C:9]([O:8][CH2:1][C:2]2[CH:3]=[CH:4][CH:5]=[CH:6][CH:7]=2)=[CH:10][C:11]=1[CH:16]=[CH2:17])[CH3:24].